From a dataset of Reaction yield outcomes from USPTO patents with 853,638 reactions. Predict the reaction yield, written as a fraction of the theoretical maximum amount of product (1.0 means a 100% yield; for example, 0.34 means a 34% yield). The reactants are [C:1]1([CH2:7][NH:8][C:9](=S)[CH2:10][C:11]([C:13]2[CH:14]=[CH:15][C:16]3[O:22][CH2:21][CH2:20][N:19]([C:23]([O:25][C:26]([CH3:29])([CH3:28])[CH3:27])=[O:24])[CH2:18][C:17]=3[CH:30]=2)=O)[CH:6]=[CH:5][CH:4]=[CH:3][CH:2]=1.O.[NH2:33][NH2:34].C(O)(=O)C.COC1C=CC(P2(SP(C3C=CC(OC)=CC=3)(=S)S2)=S)=CC=1. The catalyst is C(O)C. The product is [C:1]1([CH2:7][NH:8][C:9]2[NH:34][N:33]=[C:11]([C:13]3[CH:14]=[CH:15][C:16]4[O:22][CH2:21][CH2:20][N:19]([C:23]([O:25][C:26]([CH3:29])([CH3:28])[CH3:27])=[O:24])[CH2:18][C:17]=4[CH:30]=3)[CH:10]=2)[CH:6]=[CH:5][CH:4]=[CH:3][CH:2]=1. The yield is 0.620.